This data is from Reaction yield outcomes from USPTO patents with 853,638 reactions. The task is: Predict the reaction yield, written as a fraction of the theoretical maximum amount of product (1.0 means a 100% yield; for example, 0.34 means a 34% yield). (1) The reactants are C(O[C:6]([N:8](C)[C@H:9]([C:19]([NH:21][C@H:22]([C:27]([N:29]([C@@H:31]([CH:40]([CH3:42])[CH3:41])/[CH:32]=[C:33](\[CH3:39])/[C:34]([O:36][CH2:37][CH3:38])=[O:35])[CH3:30])=[O:28])[C@H:23]([CH3:26])[O:24][CH3:25])=[O:20])[C:10]([CH3:18])([CH3:17])[C:11]1[CH:16]=[CH:15][CH:14]=[CH:13][CH:12]=1)=O)(C)(C)C.Cl.O1CCOCC1. No catalyst specified. The product is [CH3:6][NH:8][C@H:9]([C:19]([NH:21][C@H:22]([C:27]([N:29]([C@@H:31]([CH:40]([CH3:41])[CH3:42])/[CH:32]=[C:33](\[CH3:39])/[C:34]([O:36][CH2:37][CH3:38])=[O:35])[CH3:30])=[O:28])[C@H:23]([CH3:26])[O:24][CH3:25])=[O:20])[C:10]([CH3:17])([CH3:18])[C:11]1[CH:12]=[CH:13][CH:14]=[CH:15][CH:16]=1. The yield is 0.720. (2) The reactants are [F:1][C:2]1[CH:7]=[CH:6][CH:5]=[CH:4][C:3]=1[C:8]1[CH:12]=[C:11]([NH2:13])[N:10]([C:14]2[CH:19]=[CH:18][CH:17]=[C:16](I)[CH:15]=2)[N:9]=1.[C:21]([NH2:26])(=[O:25])[C:22]([CH3:24])=[CH2:23].C1C=CC(P(C2C=CC=CC=2)C2C=CC=CC=2)=CC=1.CCN(CC)CC. The catalyst is CN(C=O)C.O.CC([O-])=O.CC([O-])=O.[Pd+2]. The product is [NH2:13][C:11]1[N:10]([C:14]2[CH:15]=[C:16](/[CH:23]=[C:22](\[CH3:24])/[C:21]([NH2:26])=[O:25])[CH:17]=[CH:18][CH:19]=2)[N:9]=[C:8]([C:3]2[CH:4]=[CH:5][CH:6]=[CH:7][C:2]=2[F:1])[CH:12]=1. The yield is 0.950. (3) The reactants are [O:1]=[C:2]1[N:6]([C:7]2[CH:8]=[C:9]3[C:14](=[CH:15][CH:16]=2)[CH2:13][NH:12][CH2:11][CH2:10]3)[CH2:5][C@H:4]([CH2:17][NH:18][C:19](=[O:25])[O:20][C:21]([CH3:24])([CH3:23])[CH3:22])[O:3]1.C(N(CC)CC)C.[CH2:33]([O:40][CH2:41][C:42](Cl)=[O:43])[C:34]1[CH:39]=[CH:38][CH:37]=[CH:36][CH:35]=1. The catalyst is C(Cl)Cl. The product is [O:1]=[C:2]1[N:6]([C:7]2[CH:8]=[C:9]3[C:14](=[CH:15][CH:16]=2)[CH2:13][N:12]([C:42](=[O:43])[CH2:41][O:40][CH2:33][C:34]2[CH:39]=[CH:38][CH:37]=[CH:36][CH:35]=2)[CH2:11][CH2:10]3)[CH2:5][C@H:4]([CH2:17][NH:18][C:19](=[O:25])[O:20][C:21]([CH3:22])([CH3:24])[CH3:23])[O:3]1. The yield is 0.860.